Dataset: Forward reaction prediction with 1.9M reactions from USPTO patents (1976-2016). Task: Predict the product of the given reaction. (1) Given the reactants [NH2:1][C:2]1[C:7]([C:8]([C:10]2[CH:15]=[CH:14][C:13]([C:16]([F:19])([F:18])[F:17])=[CH:12][C:11]=2[O:20][CH3:21])=[O:9])=[CH:6][N:5]=[C:4](S(CC)=O)[N:3]=1.FC(F)(F)C(O)=O.[CH3:33][S:34]([N:37]1[CH2:42][CH2:41][CH:40]([NH2:43])[CH2:39][CH2:38]1)(=[O:36])=[O:35], predict the reaction product. The product is: [NH2:1][C:2]1[C:7]([C:8]([C:10]2[CH:15]=[CH:14][C:13]([C:16]([F:17])([F:19])[F:18])=[CH:12][C:11]=2[O:20][CH3:21])=[O:9])=[CH:6][N:5]=[C:4]([NH:43][CH:40]2[CH2:41][CH2:42][N:37]([S:34]([CH3:33])(=[O:36])=[O:35])[CH2:38][CH2:39]2)[N:3]=1. (2) Given the reactants C[O:2][C:3]1(OC)[CH2:6][CH:5]([CH2:7][O:8][CH2:9][C:10]2[CH:15]=[CH:14][CH:13]=[CH:12][CH:11]=2)[CH2:4]1.O.C1(C)C=CC(S(O)(=O)=O)=CC=1, predict the reaction product. The product is: [CH2:9]([O:8][CH2:7][CH:5]1[CH2:6][C:3](=[O:2])[CH2:4]1)[C:10]1[CH:15]=[CH:14][CH:13]=[CH:12][CH:11]=1.